From a dataset of Catalyst prediction with 721,799 reactions and 888 catalyst types from USPTO. Predict which catalyst facilitates the given reaction. (1) Reactant: [Br:1][C:2]1[CH:3]=[C:4]([CH:8]=[C:9]2[CH2:14][CH2:13][N:12]([C:15]([O:17][C:18]([CH3:21])([CH3:20])[CH3:19])=[O:16])[CH2:11][CH2:10]2)[CH:5]=[CH:6][CH:7]=1. Product: [Br:1][C:2]1[CH:3]=[C:4]([CH2:8][CH:9]2[CH2:14][CH2:13][N:12]([C:15]([O:17][C:18]([CH3:21])([CH3:20])[CH3:19])=[O:16])[CH2:11][CH2:10]2)[CH:5]=[CH:6][CH:7]=1. The catalyst class is: 123. (2) Reactant: [C:1]([OH:5])(=[O:4])[CH2:2][OH:3].C(=O)(O)O.[NH2:10][C:11]([NH2:13])=[NH:12].C(=O)=O. Product: [C:1]([O-:5])(=[O:4])[CH2:2][OH:3].[NH2:12][C:11]([NH2:13])=[NH2+:10]. The catalyst class is: 6. (3) Reactant: [NH2:1][C:2]1[CH:3]=[C:4]([C:8]2[N:9]=[CH:10][N:11]([C:13]([N:15]([CH:17]3[CH2:22][CH2:21][N:20]([C:23]4[CH:28]=[CH:27][C:26]([O:29][CH3:30])=[CH:25][CH:24]=4)[CH2:19][CH2:18]3)[CH3:16])=[O:14])[CH:12]=2)[CH:5]=[CH:6][CH:7]=1.C(N(CC)CC)C.[CH3:38][S:39](Cl)(=[O:41])=[O:40]. Product: [CH3:30][O:29][C:26]1[CH:25]=[CH:24][C:23]([N:20]2[CH2:21][CH2:22][CH:17]([N:15]([CH3:16])[C:13]([N:11]3[CH:12]=[C:8]([C:4]4[CH:5]=[CH:6][CH:7]=[C:2]([NH:1][S:39]([CH3:38])(=[O:41])=[O:40])[CH:3]=4)[N:9]=[CH:10]3)=[O:14])[CH2:18][CH2:19]2)=[CH:28][CH:27]=1. The catalyst class is: 7. (4) Reactant: CO[C:3]1[CH:8]=[C:7]([N+:9]([O-:11])=[O:10])[CH:6]=[CH:5][N:4]=1.S([O-])([O:15][CH3:16])(=O)=O.ClCCCl.[C-:22]#[N:23].[Na+]. Product: [C:22]([C:3]1[C:8]([O:15][CH3:16])=[C:7]([N+:9]([O-:11])=[O:10])[CH:6]=[CH:5][N:4]=1)#[N:23]. The catalyst class is: 6. (5) Reactant: [N+:1]([C:4]1[CH:12]=[CH:11][C:7]([C:8](Cl)=[O:9])=[CH:6][CH:5]=1)([O-:3])=[O:2].[C:13]1([CH2:19][CH2:20][O:21][CH2:22][CH2:23][CH2:24][S:25]([CH2:28][CH2:29][OH:30])(=[O:27])=[O:26])[CH:18]=[CH:17][CH:16]=[CH:15][CH:14]=1.C(N(CC)CC)C.C(=O)([O-])O.[Na+]. Product: [N+:1]([C:4]1[CH:12]=[CH:11][C:7]([C:8]([O:30][CH2:29][CH2:28][S:25]([CH2:24][CH2:23][CH2:22][O:21][CH2:20][CH2:19][C:13]2[CH:14]=[CH:15][CH:16]=[CH:17][CH:18]=2)(=[O:26])=[O:27])=[O:9])=[CH:6][CH:5]=1)([O-:3])=[O:2]. The catalyst class is: 480. (6) Reactant: [CH3:1][O:2][C:3](=[O:20])[C@H:4]([CH2:16][CH:17]([CH3:19])[CH3:18])[NH:5][C:6]([O:8][CH2:9][C:10]1[CH:15]=[CH:14][CH:13]=[CH:12][N:11]=1)=[O:7].CI.[H-].[Na+].[C:25](OCC)(=O)C. Product: [CH3:1][O:2][C:3](=[O:20])[C@H:4]([CH2:16][CH:17]([CH3:18])[CH3:19])[N:5]([CH3:25])[C:6]([O:8][CH2:9][C:10]1[CH:15]=[CH:14][CH:13]=[CH:12][N:11]=1)=[O:7]. The catalyst class is: 20. (7) Reactant: [CH3:1][C:2]1[CH:7]=[CH:6][N:5]=[CH:4][C:3]=1[C:8]1[C:9](=[O:34])[NH:10][C:11](=[O:33])[N:12]([CH2:14][CH2:15][CH2:16][N:17]2[CH2:22][C@H:21]3[C@:19]([C:23]4[CH:28]=[CH:27][C:26]([C:29]([F:32])([F:31])[F:30])=[CH:25][CH:24]=4)([CH2:20]3)[CH2:18]2)[CH:13]=1.[ClH:35]. Product: [ClH:35].[ClH:35].[CH3:1][C:2]1[CH:7]=[CH:6][N:5]=[CH:4][C:3]=1[C:8]1[C:9](=[O:34])[NH:10][C:11](=[O:33])[N:12]([CH2:14][CH2:15][CH2:16][N:17]2[CH2:22][C@H:21]3[C@:19]([C:23]4[CH:24]=[CH:25][C:26]([C:29]([F:32])([F:31])[F:30])=[CH:27][CH:28]=4)([CH2:20]3)[CH2:18]2)[CH:13]=1. The catalyst class is: 12. (8) Reactant: [NH2:1][C:2]1[CH:3]=[C:4]([C:8]2[C:16]([C:17]3[CH:22]=[CH:21][N:20]=[C:19]([NH:23][C:24]4[CH:33]=[C:32]5[C:27]([CH2:28][CH2:29][N:30]([CH3:34])[CH2:31]5)=[CH:26][CH:25]=4)[N:18]=3)=[C:11]3[CH:12]=[CH:13][CH:14]=[CH:15][N:10]3[N:9]=2)[CH:5]=[CH:6][CH:7]=1.[F:35][C:36]1[CH:44]=[CH:43][C:42]([F:45])=[CH:41][C:37]=1[C:38](Cl)=[O:39]. Product: [F:35][C:36]1[CH:44]=[CH:43][C:42]([F:45])=[CH:41][C:37]=1[C:38]([NH:1][C:2]1[CH:7]=[CH:6][CH:5]=[C:4]([C:8]2[C:16]([C:17]3[CH:22]=[CH:21][N:20]=[C:19]([NH:23][C:24]4[CH:33]=[C:32]5[C:27]([CH2:28][CH2:29][N:30]([CH3:34])[CH2:31]5)=[CH:26][CH:25]=4)[N:18]=3)=[C:11]3[CH:12]=[CH:13][CH:14]=[CH:15][N:10]3[N:9]=2)[CH:3]=1)=[O:39]. The catalyst class is: 2. (9) Reactant: [CH3:1][S:2]([C:5]1[CH:10]=[C:9]([N+:11]([O-])=O)[CH:8]=[CH:7][C:6]=1[CH3:14])(=[O:4])=[O:3].O.C(=O)([O-])[O-].[Na+].[Na+].C(OCC)(=O)C. Product: [CH3:1][S:2]([C:5]1[CH:10]=[C:9]([CH:8]=[CH:7][C:6]=1[CH3:14])[NH2:11])(=[O:3])=[O:4]. The catalyst class is: 8. (10) Reactant: Br[CH2:2][C:3]([C:5]1[CH:10]=[CH:9][C:8]([N+:11]([O-])=O)=[CH:7][CH:6]=1)=O.[C:14]1([CH2:20][C:21](=[S:23])[NH2:22])[CH:19]=[CH:18][CH:17]=[CH:16][CH:15]=1.O.Cl.[NH4+].[OH-]. Product: [CH2:20]([C:21]1[S:23][CH:2]=[C:3]([C:5]2[CH:10]=[CH:9][C:8]([NH2:11])=[CH:7][CH:6]=2)[N:22]=1)[C:14]1[CH:19]=[CH:18][CH:17]=[CH:16][CH:15]=1. The catalyst class is: 186.